This data is from Forward reaction prediction with 1.9M reactions from USPTO patents (1976-2016). The task is: Predict the product of the given reaction. Given the reactants [Cl:1][C:2]1[CH:10]=[C:9]2[C:5]([C:6]([C:11]([N:13]3[CH2:18][CH2:17][C:16]4([C:22]5[CH:23]=[CH:24][C:25]([F:27])=[CH:26][C:21]=5[C:20](=[O:28])[O:19]4)[CH2:15][CH2:14]3)=[O:12])=[CH:7][NH:8]2)=[CH:4][CH:3]=1.[N:29]1[CH:34]=[CH:33][CH:32]=[CH:31][C:30]=1[CH2:35]OS(C)(=O)=O, predict the reaction product. The product is: [Cl:1][C:2]1[CH:10]=[C:9]2[C:5]([C:6]([C:11]([N:13]3[CH2:18][CH2:17][C:16]4([C:22]5[CH:23]=[CH:24][C:25]([F:27])=[CH:26][C:21]=5[C:20](=[O:28])[O:19]4)[CH2:15][CH2:14]3)=[O:12])=[CH:7][N:8]2[CH2:35][C:30]2[CH:31]=[CH:32][CH:33]=[CH:34][N:29]=2)=[CH:4][CH:3]=1.